From a dataset of Reaction yield outcomes from USPTO patents with 853,638 reactions. Predict the reaction yield, written as a fraction of the theoretical maximum amount of product (1.0 means a 100% yield; for example, 0.34 means a 34% yield). (1) The reactants are [OH:1][C:2]1[CH:8]=[C:7]([N+:9]([O-:11])=[O:10])[CH:6]=[CH:5][C:3]=1[NH2:4].[CH3:12][C:13]1[CH:18]=[CH:17][CH:16]=[CH:15][C:14]=1[N:19]=[C:20]=[O:21]. No catalyst specified. The product is [OH:1][C:2]1[CH:8]=[C:7]([N+:9]([O-:11])=[O:10])[CH:6]=[CH:5][C:3]=1[NH:4][C:20]([NH:19][C:14]1[CH:15]=[CH:16][CH:17]=[CH:18][C:13]=1[CH3:12])=[O:21]. The yield is 0.530. (2) The reactants are [Cl:1][C:2]1[CH:11]=[CH:10][CH:9]=[C:8]2[C:3]=1[C:4]([O:13][CH3:14])=[CH:5][NH:6][C:7]2=O.O=P(Cl)(Cl)[Cl:17]. No catalyst specified. The product is [Cl:17][C:7]1[C:8]2[C:3](=[C:2]([Cl:1])[CH:11]=[CH:10][CH:9]=2)[C:4]([O:13][CH3:14])=[CH:5][N:6]=1. The yield is 0.574. (3) The reactants are CC([PH+](C(C)(C)C)CCCS([O-])(=O)=O)(C)C.[Cl:17][C:18]1[CH:19]=[C:20](B(O)O)[CH:21]=[N:22][CH:23]=1.Br[C:28]1[CH:45]=[C:44]2[C:31]([CH2:32][C:33]3([C:37]42[N:41]=[C:40]([NH2:42])[C:39]([CH3:43])=[N:38]4)[CH2:36][CH2:35][CH2:34]3)=[CH:30][CH:29]=1.CC1CCCO1.C([O-])([O-])=O.[K+].[K+]. The catalyst is C(Cl)Cl.[Na+].[Na+].Cl[Pd+2](Cl)(Cl)Cl. The product is [Cl:17][C:18]1[CH:19]=[C:20]([C:28]2[CH:45]=[C:44]3[C:31]([CH2:32][C:33]4([C:37]53[N:41]=[C:40]([NH2:42])[C:39]([CH3:43])=[N:38]5)[CH2:36][CH2:35][CH2:34]4)=[CH:30][CH:29]=2)[CH:21]=[N:22][CH:23]=1. The yield is 0.770. (4) The reactants are [NH2:1][C:2]1[CH:3]=[C:4]([CH:10]=[CH:11][C:12]=1[N:13]1[CH2:18][CH2:17][CH2:16][CH2:15][CH2:14]1)[C:5]([O:7][CH2:8][CH3:9])=[O:6].OO.C(=O)(O)[O-].[Na+]. The catalyst is C(O)=O. The product is [CH2:18]1[N:13]2[C:12]3[CH:11]=[CH:10][C:4]([C:5]([O:7][CH2:8][CH3:9])=[O:6])=[CH:3][C:2]=3[N:1]=[C:14]2[CH2:15][CH2:16][CH2:17]1. The yield is 0.740.